Dataset: Forward reaction prediction with 1.9M reactions from USPTO patents (1976-2016). Task: Predict the product of the given reaction. (1) Given the reactants [C:1]([OH:9])(=[O:8])[C:2]1[CH:7]=[CH:6][CH:5]=[CH:4][CH:3]=1.[CH2:10](O)[CH2:11][CH2:12][CH2:13][CH2:14][CH2:15][CH:16]([CH3:18])[CH3:17].CC(C(O)=O)C1C=CC(CC2C(=O)CCC2)=CC=1.[OH-].[K+].[OH-].[Na+], predict the reaction product. The product is: [C:1]([O:9][CH2:10][CH2:11][CH2:12][CH2:13][CH2:14][CH2:15][CH:16]([CH3:18])[CH3:17])(=[O:8])[C:2]1[CH:7]=[CH:6][CH:5]=[CH:4][CH:3]=1. (2) Given the reactants [N:1]1[CH:6]=[CH:5][N:4]=[C:3]2[NH:7][C:8]([C:10]3[CH:11]=[C:12]([CH:15]=[CH:16][CH:17]=3)[CH:13]=[O:14])=[CH:9][C:2]=12.[BH4-].[Na+].O, predict the reaction product. The product is: [N:1]1[CH:6]=[CH:5][N:4]=[C:3]2[NH:7][C:8]([C:10]3[CH:11]=[C:12]([CH2:13][OH:14])[CH:15]=[CH:16][CH:17]=3)=[CH:9][C:2]=12.